From a dataset of Full USPTO retrosynthesis dataset with 1.9M reactions from patents (1976-2016). Predict the reactants needed to synthesize the given product. (1) Given the product [Br:1][C:2]1[CH:9]=[CH:8][C:5]([CH:6]=[N:20][OH:21])=[CH:4][C:3]=1[N+:10]([O-:12])=[O:11], predict the reactants needed to synthesize it. The reactants are: [Br:1][C:2]1[CH:9]=[CH:8][C:5]([CH:6]=O)=[CH:4][C:3]=1[N+:10]([O-:12])=[O:11].N1C=CC=CC=1.Cl.[NH2:20][OH:21]. (2) Given the product [CH3:23][N:24]([CH3:31])[CH:25]1[CH2:30][CH2:29][N:28]([C:18]([C:12]2[S:13][C:14]3[CH2:15][CH2:16][O:17][C:8]4[CH:7]=[C:6]([C:4]5[CH:5]=[N:1][NH:2][CH:3]=5)[CH:22]=[CH:21][C:9]=4[C:10]=3[N:11]=2)=[O:20])[CH2:27][CH2:26]1, predict the reactants needed to synthesize it. The reactants are: [NH:1]1[CH:5]=[C:4]([C:6]2[CH:22]=[CH:21][C:9]3[C:10]4[N:11]=[C:12]([C:18]([OH:20])=O)[S:13][C:14]=4[CH2:15][CH2:16][O:17][C:8]=3[CH:7]=2)[CH:3]=[N:2]1.[CH3:23][N:24]([CH3:31])[CH:25]1[CH2:30][CH2:29][NH:28][CH2:27][CH2:26]1.